Dataset: Catalyst prediction with 721,799 reactions and 888 catalyst types from USPTO. Task: Predict which catalyst facilitates the given reaction. (1) Reactant: C[O:2][C:3](=[O:25])[C:4]1[CH:9]=[C:8]([N:10]2[C:15](=[O:16])[N:14]([CH2:17][CH:18]([OH:22])[CH2:19][O:20][CH3:21])[C:13](=[O:23])[CH:12]=[N:11]2)[CH:7]=[CH:6][C:5]=1[Cl:24].C(N(CC)CC)C.[Si:33](Cl)([C:36]([CH3:39])([CH3:38])[CH3:37])([CH3:35])[CH3:34].[OH-].[Na+]. Product: [C:36]([Si:33]([CH3:35])([CH3:34])[O:22][CH:18]([CH2:19][O:20][CH3:21])[CH2:17][N:14]1[C:13](=[O:23])[CH:12]=[N:11][N:10]([C:8]2[CH:7]=[CH:6][C:5]([Cl:24])=[C:4]([CH:9]=2)[C:3]([OH:2])=[O:25])[C:15]1=[O:16])([CH3:39])([CH3:38])[CH3:37]. The catalyst class is: 1. (2) Reactant: C[Si]([N-][Si](C)(C)C)(C)C.[Li+].C1COCC1.[C:16]([C:19]1[N:20]=[CH:21][N:22]2[CH:26]=[CH:25][S:24][C:23]=12)(=[O:18])[CH3:17].C([Li])CCC.CCCCCC.[CH2:38]([Sn:42](Cl)([CH2:47][CH2:48][CH2:49][CH3:50])[CH2:43][CH2:44][CH2:45][CH3:46])[CH2:39][CH2:40][CH3:41].[Cl-].[NH4+]. Product: [C:16]([C:19]1[N:20]=[CH:21][N:22]2[CH:26]=[C:25]([Sn:42]([CH2:43][CH2:44][CH2:45][CH3:46])([CH2:47][CH2:48][CH2:49][CH3:50])[CH2:38][CH2:39][CH2:40][CH3:41])[S:24][C:23]=12)(=[O:18])[CH3:17]. The catalyst class is: 1. (3) Reactant: [F:1][C:2]([F:19])([C:9]([F:18])([F:17])[C:10]([F:16])([F:15])[C:11]([F:14])([F:13])[F:12])[CH2:3][CH2:4][S:5][CH2:6][CH2:7][OH:8].ClC1C=CC=C(C(OO)=O)C=1.[OH2:31].[OH2:32].O.O.O.S([O-])([O-])(=O)=S.[Na+].[Na+].O. Product: [F:19][C:2]([F:1])([C:9]([F:17])([F:18])[C:10]([F:15])([F:16])[C:11]([F:12])([F:13])[F:14])[CH2:3][CH2:4][S:5]([CH2:6][CH2:7][OH:8])(=[O:32])=[O:31]. The catalyst class is: 2. (4) Reactant: [C:1]1([P:7](=[O:20])([C:14]2[CH:19]=[CH:18][CH:17]=[CH:16][CH:15]=2)[C:8]2[CH:13]=[CH:12][CH:11]=[CH:10][CH:9]=2)[CH:6]=[CH:5][CH:4]=[CH:3][CH:2]=1.[Al].C(Cl)(=O)C(Cl)=O.Cl. Product: [C:14]1([P:7]([C:1]2[CH:2]=[CH:3][CH:4]=[CH:5][CH:6]=2)[C:8]2[CH:13]=[CH:12][CH:11]=[CH:10][CH:9]=2)[CH:15]=[CH:16][CH:17]=[CH:18][CH:19]=1.[C:1]1([P:7](=[O:20])([C:8]2[CH:13]=[CH:12][CH:11]=[CH:10][CH:9]=2)[C:14]2[CH:19]=[CH:18][CH:17]=[CH:16][CH:15]=2)[CH:2]=[CH:3][CH:4]=[CH:5][CH:6]=1. The catalyst class is: 10. (5) Reactant: B.[CH3:2][O:3][CH2:4][CH2:5][CH:6]1[C:14]2[C:9](=[CH:10][CH:11]=[CH:12][CH:13]=2)[NH:8][C:7]1=O.CO.Cl. Product: [CH3:2][O:3][CH2:4][CH2:5][CH:6]1[C:14]2[C:9](=[CH:10][CH:11]=[CH:12][CH:13]=2)[NH:8][CH2:7]1. The catalyst class is: 1. (6) Reactant: [C:1]([C:5]1[CH:13]=[C:12]([CH3:14])[C:8]([C:9](O)=[O:10])=[C:7]([F:15])[CH:6]=1)([CH3:4])([CH3:3])[CH3:2].C(N1C=CN=C1)([N:18]1C=CN=C1)=O.N. Product: [C:1]([C:5]1[CH:13]=[C:12]([CH3:14])[C:8]([C:9]([NH2:18])=[O:10])=[C:7]([F:15])[CH:6]=1)([CH3:4])([CH3:3])[CH3:2]. The catalyst class is: 1. (7) Reactant: [F:1][C:2]([F:17])([F:16])[C:3]1[CH:8]=[CH:7][N:6]=[C:5]([CH:9]=[C:10]2[CH2:14][CH2:13][CH2:12][C:11]2=[O:15])[CH:4]=1.[H][H]. Product: [F:17][C:2]([F:1])([F:16])[C:3]1[CH:8]=[CH:7][N:6]=[C:5]([CH2:9][CH:10]2[CH2:14][CH2:13][CH2:12][C:11]2=[O:15])[CH:4]=1. The catalyst class is: 78.